From a dataset of Reaction yield outcomes from USPTO patents with 853,638 reactions. Predict the reaction yield, written as a fraction of the theoretical maximum amount of product (1.0 means a 100% yield; for example, 0.34 means a 34% yield). (1) The reactants are [CH3:1][O:2][C:3]1[C:12]([C:13]([O:15]CC)=[O:14])=[C:11]([O:18][CH3:19])[C:10]2[C:5](=[CH:6][CH:7]=[CH:8][CH:9]=2)[N:4]=1.Cl. The catalyst is [OH-].[Na+]. The product is [CH3:1][O:2][C:3]1[C:12]([C:13]([OH:15])=[O:14])=[C:11]([O:18][CH3:19])[C:10]2[C:5](=[CH:6][CH:7]=[CH:8][CH:9]=2)[N:4]=1. The yield is 0.500. (2) The reactants are [C:1](/[C:3](=[C:7](/OCC)\[CH3:8])/[C:4](=[S:6])[NH2:5])#[N:2].[CH2:12]([NH:14][CH2:15][CH3:16])[CH3:13]. The catalyst is C(O)C. The product is [C:1](/[C:3](=[C:7](/[N:14]([CH2:15][CH3:16])[CH2:12][CH3:13])\[CH3:8])/[C:4](=[S:6])[NH2:5])#[N:2]. The yield is 0.500. (3) The reactants are Br[C:2]1[CH:7]=[CH:6][C:5]([C:8]2[C:9]3[C:14]([C:15]([C:22]4[CH:27]=[CH:26][CH:25]=[CH:24][CH:23]=4)=[C:16]4[C:21]=2[CH:20]=[CH:19][CH:18]=[CH:17]4)=[CH:13][CH:12]=[CH:11][CH:10]=3)=[CH:4][CH:3]=1.[C:28]1([C:34]2[C:42]3[S:41][C:40]4[C:43]([C:47]5[CH:48]=[CH:49][C:50]6[NH:51][C:52]7[C:57]([C:58]=6[CH:59]=5)=[CH:56][CH:55]=[CH:54][CH:53]=7)=[CH:44][CH:45]=[CH:46][C:39]=4[C:38]=3[CH:37]=[CH:36][CH:35]=2)[CH:33]=[CH:32][CH:31]=[CH:30][CH:29]=1.CC(C)([O-])C.[Na+].C(P(C(C)(C)C)C(C)(C)C)(C)(C)C. The catalyst is C1C=CC(/C=C/C(/C=C/C2C=CC=CC=2)=O)=CC=1.C1C=CC(/C=C/C(/C=C/C2C=CC=CC=2)=O)=CC=1.[Pd].CCCCCC.C1(C)C=CC=CC=1. The product is [C:28]1([C:34]2[C:42]3[S:41][C:40]4[C:43]([C:47]5[CH:48]=[CH:49][C:50]6[N:51]([C:2]7[CH:3]=[CH:4][C:5]([C:8]8[C:21]9[C:16]([C:15]([C:22]%10[CH:27]=[CH:26][CH:25]=[CH:24][CH:23]=%10)=[C:14]%10[C:9]=8[CH:10]=[CH:11][CH:12]=[CH:13]%10)=[CH:17][CH:18]=[CH:19][CH:20]=9)=[CH:6][CH:7]=7)[C:52]7[C:57]([C:58]=6[CH:59]=5)=[CH:56][CH:55]=[CH:54][CH:53]=7)=[CH:44][CH:45]=[CH:46][C:39]=4[C:38]=3[CH:37]=[CH:36][CH:35]=2)[CH:29]=[CH:30][CH:31]=[CH:32][CH:33]=1. The yield is 0.800. (4) The reactants are C([C:8]1[N:13]=[C:12]([CH2:14]OC2CCCCO2)[CH:11]=[C:10](C2C=CC(C)=CC=2)[N:9]=1)C1C=CC=CC=1.C1COCC1.CC[N:36]([CH2:39]C)[CH2:37]C.[C:41]1(C)[CH:46]=[CH:45][C:44]([C:47](Cl)=O)=[CH:43][CH:42]=1.C(OC1CCCCO1)C#C.Cl.[C:62]1([CH2:68]C(N)=N)[CH:67]=[CH:66][CH:65]=[CH:64][CH:63]=1.C([O-])([O-])=O.[Na+].[Na+]. The catalyst is C1COCC1.CO.CCOCC.Cl[Pd](Cl)([P](C1C=CC=CC=1)(C1C=CC=CC=1)C1C=CC=CC=1)[P](C1C=CC=CC=1)(C1C=CC=CC=1)C1C=CC=CC=1.[Cu]I.CO. The product is [CH2:68]([C:8]1[N:13]=[C:12]([CH2:14][N:36]([CH3:37])[CH3:39])[CH:11]=[C:10]([C:41]2[CH:42]=[CH:43][C:44]([CH3:47])=[CH:45][CH:46]=2)[N:9]=1)[C:62]1[CH:67]=[CH:66][CH:65]=[CH:64][CH:63]=1. The yield is 0.530. (5) The yield is 0.760. No catalyst specified. The reactants are [C:1]([O:5][C:6]([N:8]1[C:16]2[C:11](=[CH:12][CH:13]=[C:14]([OH:17])[CH:15]=2)[CH:10]=[C:9]1[C:18]1[C:19]2[S:32][C:31]([C:33]3[CH:38]=[CH:37][CH:36]=[C:35]([O:39][CH3:40])[CH:34]=3)=[CH:30][C:20]=2[N:21]([C:23]([O:25][C:26]([CH3:29])([CH3:28])[CH3:27])=[O:24])[N:22]=1)=[O:7])([CH3:4])([CH3:3])[CH3:2].C(=O)([O-])[O-].[Cs+].[Cs+].[Br:47][CH2:48][CH2:49][CH2:50]Br. The product is [C:1]([O:5][C:6]([N:8]1[C:16]2[C:11](=[CH:12][CH:13]=[C:14]([O:17][CH2:50][CH2:49][CH2:48][Br:47])[CH:15]=2)[CH:10]=[C:9]1[C:18]1[C:19]2[S:32][C:31]([C:33]3[CH:38]=[CH:37][CH:36]=[C:35]([O:39][CH3:40])[CH:34]=3)=[CH:30][C:20]=2[N:21]([C:23]([O:25][C:26]([CH3:29])([CH3:28])[CH3:27])=[O:24])[N:22]=1)=[O:7])([CH3:2])([CH3:3])[CH3:4]. (6) The reactants are [Br:1][C:2]1[CH:7]=[CH:6][C:5]([C:8]2([NH2:11])[CH2:10][CH2:9]2)=[CH:4][CH:3]=1.[C:12](Cl)(=[O:15])[CH2:13][CH3:14].N1C=CC=CC=1. The catalyst is C(Cl)Cl. The product is [Br:1][C:2]1[CH:3]=[CH:4][C:5]([C:8]2([NH:11][C:12](=[O:15])[CH2:13][CH3:14])[CH2:9][CH2:10]2)=[CH:6][CH:7]=1. The yield is 0.670. (7) The reactants are [N:1]([O-])=O.[Na+].[NH2:5][C:6]1[CH:13]=[CH:12][C:11]([O:14][CH2:15][C:16]2[CH:21]=[C:20]([F:22])[CH:19]=[C:18]([F:23])[CH:17]=2)=[CH:10][C:7]=1[C:8]#[N:9].[Sn](Cl)Cl. The catalyst is O.Cl.[OH-].[Na+]. The product is [F:23][C:18]1[CH:17]=[C:16]([CH:21]=[C:20]([F:22])[CH:19]=1)[CH2:15][O:14][C:11]1[CH:10]=[C:7]2[C:6](=[CH:13][CH:12]=1)[NH:5][N:9]=[C:8]2[NH2:1]. The yield is 0.760. (8) The reactants are [N:1]1[CH:6]=[CH:5][CH:4]=[C:3]([CH2:7][OH:8])[CH:2]=1.[C:9](O)(=O)[C:10](C)([CH3:12])[CH3:11].S(OOS([O-])(=O)=O)([O-])(=O)=O.[NH4+].[NH4+].[NH4+].[OH-]. The catalyst is OS(O)(=O)=O.O.[N+]([O-])([O-])=O.[Ag+]. The product is [C:10]([C:6]1[CH:5]=[CH:4][C:3]([CH:7]=[O:8])=[CH:2][N:1]=1)([CH3:12])([CH3:11])[CH3:9]. The yield is 0.430.